Dataset: Full USPTO retrosynthesis dataset with 1.9M reactions from patents (1976-2016). Task: Predict the reactants needed to synthesize the given product. Given the product [F:22][C:11]1[CH:12]=[N:13][C:14]2[C:19]([C:10]=1[CH2:9][CH2:8][N:6]1[CH2:5][C@@H:4]([OH:23])[C@@H:3]([CH2:2][NH:1][S:44]([C:41]3[CH:42]=[CH:43][C:37]4[S:36][CH2:35][C:34](=[O:33])[NH:39][C:38]=4[CH:40]=3)(=[O:46])=[O:45])[CH2:7]1)=[N:18][C:17]([O:20][CH3:21])=[CH:16][CH:15]=2, predict the reactants needed to synthesize it. The reactants are: [NH2:1][CH2:2][C@H:3]1[CH2:7][N:6]([CH2:8][CH2:9][C:10]2[C:19]3[C:14](=[CH:15][CH:16]=[C:17]([O:20][CH3:21])[N:18]=3)[N:13]=[CH:12][C:11]=2[F:22])[CH2:5][C@H:4]1[OH:23].CCN(C(C)C)C(C)C.[O:33]=[C:34]1[NH:39][C:38]2[CH:40]=[C:41]([S:44](Cl)(=[O:46])=[O:45])[CH:42]=[CH:43][C:37]=2[S:36][CH2:35]1.